From a dataset of Full USPTO retrosynthesis dataset with 1.9M reactions from patents (1976-2016). Predict the reactants needed to synthesize the given product. Given the product [CH:19]([N:18]1[C:14]([C:12]2[N:13]=[C:6]3[C:5]4[CH:23]=[CH:24][C:2]([C:36]5[CH:35]=[N:34][N:33]([C:26]([CH3:25])([CH3:32])[C:27]([O:29][CH2:30][CH3:31])=[O:28])[CH:37]=5)=[CH:3][C:4]=4[O:10][CH2:9][CH2:8][N:7]3[CH:11]=2)=[N:15][C:16]([CH3:22])=[N:17]1)([CH3:21])[CH3:20], predict the reactants needed to synthesize it. The reactants are: Br[C:2]1[CH:24]=[CH:23][C:5]2[C:6]3[N:7]([CH:11]=[C:12]([C:14]4[N:18]([CH:19]([CH3:21])[CH3:20])[N:17]=[C:16]([CH3:22])[N:15]=4)[N:13]=3)[CH2:8][CH2:9][O:10][C:4]=2[CH:3]=1.[CH3:25][C:26]([N:33]1[CH:37]=[C:36](B2OC(C)(C)C(C)(C)O2)[CH:35]=[N:34]1)([CH3:32])[C:27]([O:29][CH2:30][CH3:31])=[O:28].